This data is from Catalyst prediction with 721,799 reactions and 888 catalyst types from USPTO. The task is: Predict which catalyst facilitates the given reaction. (1) Reactant: [H-].[Al+3].[Li+].[H-].[H-].[H-].[NH2:7][C:8]1[CH:16]=[CH:15][C:11]([C:12](O)=[O:13])=[C:10]([Cl:17])[CH:9]=1. Product: [NH2:7][C:8]1[CH:16]=[CH:15][C:11]([CH2:12][OH:13])=[C:10]([Cl:17])[CH:9]=1. The catalyst class is: 1. (2) Reactant: F[C:2]1[CH:7]=[CH:6][C:5]([C:8]2[O:9][C:10]3[CH:16]=[CH:15][CH:14]=[CH:13][C:11]=3[N:12]=2)=[CH:4][C:3]=1[N+:17]([O-:19])=[O:18].C(N(CC)CC)C.Cl.[C:28]([C:32]1[CH:39]=[CH:38][C:35]([CH2:36][NH2:37])=[CH:34][CH:33]=1)([O:30][CH3:31])=[O:29].O. Product: [CH3:31][O:30][C:28]([C:32]1[CH:39]=[CH:38][C:35]([CH2:36][NH:37][C:2]2[CH:7]=[CH:6][C:5]([C:8]3[O:9][C:10]4[CH:16]=[CH:15][CH:14]=[CH:13][C:11]=4[N:12]=3)=[CH:4][C:3]=2[N+:17]([O-:19])=[O:18])=[CH:34][CH:33]=1)=[O:29]. The catalyst class is: 10.